The task is: Predict which catalyst facilitates the given reaction.. This data is from Catalyst prediction with 721,799 reactions and 888 catalyst types from USPTO. (1) Reactant: [F:1][C:2]([F:7])([F:6])[C:3]([OH:5])=[O:4].[OH:8][C:9]1[CH:17]=[CH:16][C:15]([C:18](=[NH:24])[N:19]2[CH2:23][CH2:22][CH2:21][CH2:20]2)=[CH:14][C:10]=1[C:11]([OH:13])=[O:12].[N+](=[CH2:27])=[N-].C(OCC)C. Product: [F:1][C:2]([F:7])([F:6])[C:3]([OH:5])=[O:4].[OH:8][C:9]1[CH:17]=[CH:16][C:15]([C:18](=[NH:24])[N:19]2[CH2:20][CH2:21][CH2:22][CH2:23]2)=[CH:14][C:10]=1[C:11]([O:13][CH3:27])=[O:12]. The catalyst class is: 5. (2) Reactant: [C:1]([C:5]1[CH:30]=[CH:29][C:8]([C:9]([NH:11][C:12]2[CH:27]=[CH:26][C:25]([F:28])=[CH:24][C:13]=2[C:14]([NH:16][C:17]2[CH:22]=[CH:21][C:20]([Cl:23])=[CH:19][N:18]=2)=[O:15])=[O:10])=[C:7]([O:31][CH:32]2[CH2:37][CH2:36][NH:35][CH2:34][CH2:33]2)[CH:6]=1)([CH3:4])([CH3:3])[CH3:2].C=O.[C:40](O)(=O)C. Product: [C:1]([C:5]1[CH:30]=[CH:29][C:8]([C:9]([NH:11][C:12]2[CH:27]=[CH:26][C:25]([F:28])=[CH:24][C:13]=2[C:14]([NH:16][C:17]2[CH:22]=[CH:21][C:20]([Cl:23])=[CH:19][N:18]=2)=[O:15])=[O:10])=[C:7]([O:31][CH:32]2[CH2:37][CH2:36][N:35]([CH3:40])[CH2:34][CH2:33]2)[CH:6]=1)([CH3:4])([CH3:2])[CH3:3]. The catalyst class is: 5. (3) Reactant: [OH-].[Na+].[C:3]([O:7][C:8](=[O:25])[NH:9][C@H:10]1[CH2:15][CH2:14][C@H:13]([NH:16][C:17]([NH:19]C(OCC)=O)=[S:18])[CH2:12][CH2:11]1)([CH3:6])([CH3:5])[CH3:4]. Product: [C:3]([O:7][C:8](=[O:25])[NH:9][C@H:10]1[CH2:15][CH2:14][C@H:13]([NH:16][C:17]([NH2:19])=[S:18])[CH2:12][CH2:11]1)([CH3:6])([CH3:4])[CH3:5]. The catalyst class is: 315. (4) Reactant: Cl[C:2]1[O:3][CH:4]=[C:5]([C:7]([N:9]2[CH2:14][CH2:13][N:12]([C:15]([O:17][C:18]([CH3:21])([CH3:20])[CH3:19])=[O:16])[CH2:11][CH:10]2[CH2:22][O:23][C:24]2[CH:25]=[N:26][CH:27]=[CH:28][CH:29]=2)=[O:8])[N:6]=1.[NH2:30][C:31]1[CH:36]=[CH:35][CH:34]=[CH:33][CH:32]=1.C(=O)([O-])[O-].[K+].[K+]. Product: [C:31]1([NH:30][C:2]2[O:3][CH:4]=[C:5]([C:7]([N:9]3[CH2:14][CH2:13][N:12]([C:15]([O:17][C:18]([CH3:21])([CH3:20])[CH3:19])=[O:16])[CH2:11][CH:10]3[CH2:22][O:23][C:24]3[CH:25]=[N:26][CH:27]=[CH:28][CH:29]=3)=[O:8])[N:6]=2)[CH:36]=[CH:35][CH:34]=[CH:33][CH:32]=1. The catalyst class is: 1. (5) Reactant: [C:1]([Cu])#[N:2].Br[C:5]1[CH:10]=[CH:9][C:8]([F:11])=[CH:7][C:6]=1[N:12]1[CH:16]=[CH:15][CH:14]=[N:13]1. Product: [F:11][C:8]1[CH:9]=[CH:10][C:5]([C:1]#[N:2])=[C:6]([N:12]2[CH:16]=[CH:15][CH:14]=[N:13]2)[CH:7]=1. The catalyst class is: 3. (6) Reactant: [CH2:1]([C:6]1[S:7][C:8]2[C:17]3[CH:16]=[CH:15][CH:14]=[CH:13][C:12]=3[N:11]=[C:10]([NH:18]C(=O)C(Cl)(Cl)Cl)[C:9]=2[N:25]=1)[CH2:2][CH2:3][CH2:4][CH3:5].N.ClCCl. Product: [CH2:1]([C:6]1[S:7][C:8]2[C:17]3[CH:16]=[CH:15][CH:14]=[CH:13][C:12]=3[N:11]=[C:10]([NH2:18])[C:9]=2[N:25]=1)[CH2:2][CH2:3][CH2:4][CH3:5]. The catalyst class is: 5. (7) Reactant: [Br:1]N1C(=O)CCC1=O.[NH2:9][C:10]([NH:12][C:13]1[NH:14][C:15]2[C:20]([C:21]=1[C:22]([NH2:24])=[O:23])=[CH:19][CH:18]=[CH:17][CH:16]=2)=[O:11]. Product: [NH2:9][C:10]([NH:12][C:13]1[NH:14][C:15]2[C:20]([C:21]=1[C:22]([NH2:24])=[O:23])=[CH:19][CH:18]=[C:17]([Br:1])[CH:16]=2)=[O:11]. The catalyst class is: 9.